Dataset: Catalyst prediction with 721,799 reactions and 888 catalyst types from USPTO. Task: Predict which catalyst facilitates the given reaction. Reactant: [CH3:1][C:2]1[CH:10]=[C:9]2[C:5]([CH:6]=[CH:7][NH:8]2)=[CH:4][CH:3]=1.[F:11][C:12]([F:23])([F:22])[C:13](O[C:13](=[O:14])[C:12]([F:23])([F:22])[F:11])=[O:14]. Product: [F:11][C:12]([F:23])([F:22])[C:13]([C:6]1[C:5]2[C:9](=[CH:10][C:2]([CH3:1])=[CH:3][CH:4]=2)[NH:8][CH:7]=1)=[O:14]. The catalyst class is: 7.